This data is from Catalyst prediction with 721,799 reactions and 888 catalyst types from USPTO. The task is: Predict which catalyst facilitates the given reaction. (1) Reactant: FC(F)(F)S(OS(C(F)(F)F)(=O)=O)(=O)=O.O[CH:17]([O:19][C:20](=[O:23])[CH:21]=[CH2:22])[CH3:18].[CH2:24](N(CC)CC)C.[CH2:31]([OH:42])[CH2:32][CH2:33][CH2:34][CH2:35][CH2:36][CH2:37][CH2:38][CH2:39][CH2:40][OH:41]. Product: [OH:42][CH2:31][CH2:32][CH2:33][CH2:34][CH2:35][CH2:36][CH2:37][CH2:38][CH2:39][CH2:40][O:41][CH2:22][C:21](=[CH2:24])[C:20]([O:19][CH2:17][CH3:18])=[O:23]. The catalyst class is: 4. (2) Reactant: [C:1]([NH:4][C:5]1[S:6][C:7]([C:11]2[N:12]=[C:13]([C:16](Cl)=[O:17])[S:14][CH:15]=2)=[C:8]([CH3:10])[N:9]=1)(=[O:3])[CH3:2].[C@H:19]12[O:28][C@H:23]([O:24][C@@H:25]1[CH2:26][OH:27])[CH2:22][NH:21][CH2:20]2.C(N(CC)CC)C. Product: [OH:27][CH2:26][C@@H:25]1[C@@H:19]2[O:28][C@@H:23]([CH2:22][N:21]([C:16]([C:13]3[S:14][CH:15]=[C:11]([C:7]4[S:6][C:5]([NH:4][C:1](=[O:3])[CH3:2])=[N:9][C:8]=4[CH3:10])[N:12]=3)=[O:17])[CH2:20]2)[O:24]1. The catalyst class is: 76. (3) Reactant: [H-].[Na+].[I-].[CH3:4][S+](C)(C)=O.[NH2:9][C:10]1[CH:15]=[CH:14][C:13](/[CH:16]=[CH:17]/[C:18]([O:20][CH2:21][CH3:22])=[O:19])=[CH:12][CH:11]=1. Product: [NH2:9][C:10]1[CH:11]=[CH:12][C:13]([C@@H:16]2[CH2:4][C@H:17]2[C:18]([O:20][CH2:21][CH3:22])=[O:19])=[CH:14][CH:15]=1. The catalyst class is: 16. (4) Reactant: [CH3:1][C:2]1[NH:3][C:4]([C:12]2[CH:13]=[C:14]([CH:19]=[CH:20][C:21]=2[O:22][C:23]2[CH:28]=[CH:27][CH:26]=[CH:25][CH:24]=2)[C:15]([O:17]C)=[O:16])=[C:5]2[C:10]=1[C:9](=[O:11])[CH2:8][CH2:7][CH2:6]2.[OH-].[Na+]. Product: [CH3:1][C:2]1[NH:3][C:4]([C:12]2[CH:13]=[C:14]([CH:19]=[CH:20][C:21]=2[O:22][C:23]2[CH:28]=[CH:27][CH:26]=[CH:25][CH:24]=2)[C:15]([OH:17])=[O:16])=[C:5]2[C:10]=1[C:9](=[O:11])[CH2:8][CH2:7][CH2:6]2. The catalyst class is: 30. (5) Reactant: [CH:1]1([CH2:4][N:5]([CH2:45][CH:46]2[CH2:48][CH2:47]2)[C:6]2[N:11]=[C:10]3[N:12]([C:16]([CH3:19])([CH3:18])[CH3:17])[N:13]=[C:14]([CH3:15])[C:9]3=[CH:8][C:7]=2[CH2:20][N:21]([CH2:30][C:31]2[CH:36]=[C:35]([C:37]([F:40])([F:39])[F:38])[CH:34]=[C:33]([C:41]([F:44])([F:43])[F:42])[CH:32]=2)[C:22]2[N:27]=[CH:26][C:25]([C:28]#[N:29])=[CH:24][N:23]=2)[CH2:3][CH2:2]1.[OH-:49].[K+].OO. Product: [CH:1]1([CH2:4][N:5]([CH2:45][CH:46]2[CH2:48][CH2:47]2)[C:6]2[N:11]=[C:10]3[N:12]([C:16]([CH3:17])([CH3:18])[CH3:19])[N:13]=[C:14]([CH3:15])[C:9]3=[CH:8][C:7]=2[CH2:20][N:21]([CH2:30][C:31]2[CH:36]=[C:35]([C:37]([F:40])([F:39])[F:38])[CH:34]=[C:33]([C:41]([F:43])([F:44])[F:42])[CH:32]=2)[C:22]2[N:27]=[CH:26][C:25]([C:28]([NH2:29])=[O:49])=[CH:24][N:23]=2)[CH2:2][CH2:3]1. The catalyst class is: 8. (6) Reactant: [CH:1]([C:4]1[N:5]=[C:6]([NH2:9])[S:7][CH:8]=1)([CH3:3])[CH3:2].Cl[C:11]1[CH:16]=[C:15]([S:17][C:18]2[C:23]([Cl:24])=[CH:22][CH:21]=[CH:20][C:19]=2[Cl:25])[CH:14]=[CH:13][N:12]=1.P([O-])([O-])([O-])=O.[K+].[K+].[K+].C1(P(C2C=CC=CC=2)C2C3OC4C(=CC=CC=4P(C4C=CC=CC=4)C4C=CC=CC=4)C(C)(C)C=3C=CC=2)C=CC=CC=1. Product: [Cl:25][C:19]1[CH:20]=[CH:21][CH:22]=[C:23]([Cl:24])[C:18]=1[S:17][C:15]1[CH:14]=[CH:13][N:12]=[C:11]([NH:9][C:6]2[S:7][CH:8]=[C:4]([CH:1]([CH3:3])[CH3:2])[N:5]=2)[CH:16]=1. The catalyst class is: 110. (7) Reactant: [H-].[Na+].[CH2:3]([N:10]([CH:22]1[CH2:28][CH2:27][CH2:26][C:25]2[C:29]([OH:33])=[CH:30][CH:31]=[CH:32][C:24]=2[CH2:23]1)[CH2:11][C@H:12]([OH:21])[CH2:13][O:14][C:15]1[CH:20]=[CH:19][CH:18]=[CH:17][CH:16]=1)[C:4]1[CH:9]=[CH:8][CH:7]=[CH:6][CH:5]=1.Br[CH2:35][C:36]([O:38][CH2:39][CH3:40])=[O:37]. Product: [CH2:3]([N:10]([CH:22]1[CH2:28][CH2:27][CH2:26][C:25]2[C:29]([O:33][CH2:35][C:36]([O:38][CH2:39][CH3:40])=[O:37])=[CH:30][CH:31]=[CH:32][C:24]=2[CH2:23]1)[CH2:11][C@H:12]([OH:21])[CH2:13][O:14][C:15]1[CH:20]=[CH:19][CH:18]=[CH:17][CH:16]=1)[C:4]1[CH:9]=[CH:8][CH:7]=[CH:6][CH:5]=1. The catalyst class is: 35.